Dataset: NCI-60 drug combinations with 297,098 pairs across 59 cell lines. Task: Regression. Given two drug SMILES strings and cell line genomic features, predict the synergy score measuring deviation from expected non-interaction effect. (1) Drug 2: COC1=C2C(=CC3=C1OC=C3)C=CC(=O)O2. Cell line: BT-549. Drug 1: CCCCC(=O)OCC(=O)C1(CC(C2=C(C1)C(=C3C(=C2O)C(=O)C4=C(C3=O)C=CC=C4OC)O)OC5CC(C(C(O5)C)O)NC(=O)C(F)(F)F)O. Synergy scores: CSS=59.2, Synergy_ZIP=-1.92, Synergy_Bliss=-3.24, Synergy_Loewe=-12.9, Synergy_HSA=-2.29. (2) Drug 1: C1C(C(OC1N2C=NC3=C(N=C(N=C32)Cl)N)CO)O. Drug 2: CC(C)CN1C=NC2=C1C3=CC=CC=C3N=C2N. Cell line: ACHN. Synergy scores: CSS=54.4, Synergy_ZIP=-1.43, Synergy_Bliss=-2.94, Synergy_Loewe=-2.60, Synergy_HSA=-1.12. (3) Drug 1: CCCCCOC(=O)NC1=NC(=O)N(C=C1F)C2C(C(C(O2)C)O)O. Drug 2: C1CN(P(=O)(OC1)NCCCl)CCCl. Cell line: MCF7. Synergy scores: CSS=-3.17, Synergy_ZIP=0.730, Synergy_Bliss=-1.45, Synergy_Loewe=-3.81, Synergy_HSA=-4.36. (4) Drug 1: CN(C)C1=NC(=NC(=N1)N(C)C)N(C)C. Drug 2: C1=CN(C=N1)CC(O)(P(=O)(O)O)P(=O)(O)O. Cell line: CAKI-1. Synergy scores: CSS=-3.39, Synergy_ZIP=2.04, Synergy_Bliss=-7.63, Synergy_Loewe=-6.16, Synergy_HSA=-5.03. (5) Drug 1: CCC1=C2CN3C(=CC4=C(C3=O)COC(=O)C4(CC)O)C2=NC5=C1C=C(C=C5)O. Drug 2: C#CCC(CC1=CN=C2C(=N1)C(=NC(=N2)N)N)C3=CC=C(C=C3)C(=O)NC(CCC(=O)O)C(=O)O. Cell line: OVCAR-4. Synergy scores: CSS=56.0, Synergy_ZIP=-1.89, Synergy_Bliss=-1.85, Synergy_Loewe=-16.2, Synergy_HSA=0.957. (6) Drug 1: CC(C1=C(C=CC(=C1Cl)F)Cl)OC2=C(N=CC(=C2)C3=CN(N=C3)C4CCNCC4)N. Drug 2: C1CN(P(=O)(OC1)NCCCl)CCCl. Cell line: SNB-75. Synergy scores: CSS=0.205, Synergy_ZIP=4.46, Synergy_Bliss=-2.11, Synergy_Loewe=-5.69, Synergy_HSA=-2.92. (7) Drug 1: COC1=CC(=CC(=C1O)OC)C2C3C(COC3=O)C(C4=CC5=C(C=C24)OCO5)OC6C(C(C7C(O6)COC(O7)C8=CC=CS8)O)O. Drug 2: C1CCC(CC1)NC(=O)N(CCCl)N=O. Cell line: MDA-MB-231. Synergy scores: CSS=33.9, Synergy_ZIP=-8.49, Synergy_Bliss=-4.68, Synergy_Loewe=-18.2, Synergy_HSA=-0.0788. (8) Drug 1: CC1=C(C=C(C=C1)C(=O)NC2=CC(=CC(=C2)C(F)(F)F)N3C=C(N=C3)C)NC4=NC=CC(=N4)C5=CN=CC=C5. Drug 2: CCCCC(=O)OCC(=O)C1(CC(C2=C(C1)C(=C3C(=C2O)C(=O)C4=C(C3=O)C=CC=C4OC)O)OC5CC(C(C(O5)C)O)NC(=O)C(F)(F)F)O. Cell line: BT-549. Synergy scores: CSS=36.1, Synergy_ZIP=1.66, Synergy_Bliss=1.84, Synergy_Loewe=-2.49, Synergy_HSA=1.65. (9) Drug 2: C1CC(C1)(C(=O)O)C(=O)O.[NH2-].[NH2-].[Pt+2]. Cell line: NCI-H226. Synergy scores: CSS=34.8, Synergy_ZIP=0.981, Synergy_Bliss=5.25, Synergy_Loewe=6.64, Synergy_HSA=7.95. Drug 1: CC1=C(C=C(C=C1)NC2=NC=CC(=N2)N(C)C3=CC4=NN(C(=C4C=C3)C)C)S(=O)(=O)N.Cl.